Dataset: NCI-60 drug combinations with 297,098 pairs across 59 cell lines. Task: Regression. Given two drug SMILES strings and cell line genomic features, predict the synergy score measuring deviation from expected non-interaction effect. Synergy scores: CSS=40.6, Synergy_ZIP=1.63, Synergy_Bliss=3.00, Synergy_Loewe=-10.7, Synergy_HSA=1.73. Drug 2: COCCOC1=C(C=C2C(=C1)C(=NC=N2)NC3=CC=CC(=C3)C#C)OCCOC.Cl. Drug 1: C1=NC(=NC(=O)N1C2C(C(C(O2)CO)O)O)N. Cell line: HT29.